This data is from Full USPTO retrosynthesis dataset with 1.9M reactions from patents (1976-2016). The task is: Predict the reactants needed to synthesize the given product. (1) Given the product [NH2:23][C:21]1[CH:20]=[CH:19][C:3]([O:4][C:5]2[N:10]=[CH:9][N:8]=[C:7]([NH:11][C:12]([N:14]3[CH2:18][CH2:17][CH2:16][CH2:15]3)=[O:13])[CH:6]=2)=[C:2]([F:1])[CH:22]=1, predict the reactants needed to synthesize it. The reactants are: [F:1][C:2]1[CH:22]=[C:21]([N+:23]([O-])=O)[CH:20]=[CH:19][C:3]=1[O:4][C:5]1[N:10]=[CH:9][N:8]=[C:7]([NH:11][C:12]([N:14]2[CH2:18][CH2:17][CH2:16][CH2:15]2)=[O:13])[CH:6]=1.[Cl-].[NH4+]. (2) Given the product [Br:1][C:2]1[CH:3]=[CH:4][C:5]([N:9]2[C:27]([CH3:28])=[C:23]([Cl:22])[C:24]([CH3:25])=[N:10]2)=[C:6]([OH:8])[CH:7]=1, predict the reactants needed to synthesize it. The reactants are: [Br:1][C:2]1[CH:3]=[CH:4][C:5]([NH:9][NH2:10])=[C:6]([OH:8])[CH:7]=1.CC1C=CC(S([O-])(=O)=O)=CC=1.[Cl:22][CH:23]([C:27](=O)[CH3:28])[C:24](=O)[CH3:25].